Dataset: Full USPTO retrosynthesis dataset with 1.9M reactions from patents (1976-2016). Task: Predict the reactants needed to synthesize the given product. (1) Given the product [I:9][C:6]1[CH:5]=[C:4]2[C:3](=[CH:8][CH:7]=1)[CH2:2][N:31]([C:12]([C:13]1[CH:18]=[CH:17][CH:16]=[CH:15][CH:14]=1)([C:25]1[CH:26]=[CH:27][CH:28]=[CH:29][CH:30]=1)[C:19]1[CH:20]=[CH:21][CH:22]=[CH:23][CH:24]=1)[CH2:10]2, predict the reactants needed to synthesize it. The reactants are: Br[CH2:2][C:3]1[CH:8]=[CH:7][C:6]([I:9])=[CH:5][C:4]=1[CH2:10]Br.[C:12]([NH2:31])([C:25]1[CH:30]=[CH:29][CH:28]=[CH:27][CH:26]=1)([C:19]1[CH:24]=[CH:23][CH:22]=[CH:21][CH:20]=1)[C:13]1[CH:18]=[CH:17][CH:16]=[CH:15][CH:14]=1.C(N(CC)C(C)C)(C)C. (2) Given the product [CH2:19]([O:18][C:14]1[CH:13]=[C:12]([CH2:11][CH2:10][C:2]2[N:3]([CH2:28][CH:29]([CH3:31])[CH3:30])[C:4]3[CH:9]=[CH:8][CH:7]=[CH:6][C:5]=3[N:1]=2)[CH:17]=[CH:16][CH:15]=1)[CH3:20], predict the reactants needed to synthesize it. The reactants are: [N:1]1[C:5]2[CH:6]=[CH:7][CH:8]=[CH:9][C:4]=2[NH:3][C:2]=1[CH2:10][CH2:11][C:12]1[CH:17]=[CH:16][CH:15]=[C:14]([O:18][CH2:19][CH3:20])[CH:13]=1.C([O-])([O-])=O.[K+].[K+].Br[CH2:28][CH:29]([CH3:31])[CH3:30]. (3) Given the product [CH2:1]([O:8][C:9]1[CH:10]=[C:11]([CH2:37][CH2:38][C:39]([OH:41])=[O:40])[CH:12]=[CH:13][C:14]=1[O:15][CH2:16][CH2:17][CH2:18][C:19]1[C:20]([O:34][CH2:35][CH3:36])=[N:21][N:22]([C:24]2[CH:29]=[CH:28][C:27]([C:30]([F:33])([F:32])[F:31])=[CH:26][N:25]=2)[CH:23]=1)[C:2]1[CH:3]=[CH:4][CH:5]=[CH:6][CH:7]=1, predict the reactants needed to synthesize it. The reactants are: [CH2:1]([O:8][C:9]1[CH:10]=[C:11]([CH2:37][CH2:38][C:39]([O:41]CC)=[O:40])[CH:12]=[CH:13][C:14]=1[O:15][CH2:16][CH2:17][CH2:18][C:19]1[C:20]([O:34][CH2:35][CH3:36])=[N:21][N:22]([C:24]2[CH:29]=[CH:28][C:27]([C:30]([F:33])([F:32])[F:31])=[CH:26][N:25]=2)[CH:23]=1)[C:2]1[CH:7]=[CH:6][CH:5]=[CH:4][CH:3]=1.[OH-].[Na+].O1CCCC1.Cl. (4) Given the product [CH2:1]1[NH:6][C@H:5]([CH2:7][OH:8])[C@@H:4]([OH:9])[C@H:3]([OH:10])[C@H:2]1[OH:11].[CH2:28]([OH:29])[C@H:12]1[NH:17][C@H:16]([CH2:18][OH:19])[C@H:15]([OH:20])[C@@H:14]([OH:21])[C@@H:13]1[OH:22].[CH2:18]([OH:19])[C@H:1]1[NH:6][C@H:5]([CH2:7][OH:8])[C@@H:4]([OH:9])[CH:3]([OH:10])[C@@H:2]1[OH:11].[CH2:18]([OH:19])[C@H:1]1[NH:6][C@H:5]([CH2:7][OH:8])[C@H:4]([OH:9])[CH:3]([OH:10])[C@@H:2]1[OH:11], predict the reactants needed to synthesize it. The reactants are: [CH2:1]1[NH:6][C@H:5]([CH2:7][OH:8])[C@@H:4]([OH:9])[C@H:3]([OH:10])[C@H:2]1[OH:11].[CH2:12]1[NH:17][C@H:16]([CH2:18][OH:19])[C@H:15]([OH:20])[C@H:14]([OH:21])[C@H:13]1[OH:22].C1[C@@H:28]([OH:29])[C@H](O)[C@@H](CO)NC1. (5) Given the product [ClH:31].[C:1]([C:3]1[CH:4]=[CH:5][C:6]([CH2:9][CH2:10][N:11]2[CH2:16][CH2:15][C:14]([CH2:18][N:19]([CH3:30])[C:20]3[CH:28]=[CH:27][C:23]([C:24]([OH:26])=[O:25])=[CH:22][C:21]=3[CH3:29])([OH:17])[CH2:13][CH2:12]2)=[CH:7][CH:8]=1)#[N:2], predict the reactants needed to synthesize it. The reactants are: [C:1]([C:3]1[CH:8]=[CH:7][C:6]([CH2:9][CH2:10][N:11]2[CH2:16][CH2:15][C:14]([CH2:18][N:19]([CH3:30])[C:20]3[CH:28]=[CH:27][C:23]([C:24]([OH:26])=[O:25])=[CH:22][C:21]=3[CH3:29])([OH:17])[CH2:13][CH2:12]2)=[CH:5][CH:4]=1)#[N:2].[ClH:31]. (6) Given the product [OH:1][C:2]1[CH:3]=[C:4]([CH2:9][C:10]([NH:12][C@H:13]2[CH2:14][C:15]3[CH:27]=[CH:26][CH:25]=[C:17]([C:18]([OH:20])=[O:19])[C:16]=3[O:28][B:30]2[OH:38])=[O:11])[CH:5]=[CH:6][C:7]=1[OH:8], predict the reactants needed to synthesize it. The reactants are: [OH:1][C:2]1[CH:3]=[C:4]([CH2:9][C:10]([NH:12][C@H:13]([B:30]2[O:38]C3C(C)(C4CC(C3)C4(C)C)O2)[CH2:14][C:15]2[C:16]([O:28]C)=[C:17]([CH:25]=[CH:26][CH:27]=2)[C:18]([O:20]C(C)(C)C)=[O:19])=[O:11])[CH:5]=[CH:6][C:7]=1[OH:8].Cl.